Task: Regression. Given two drug SMILES strings and cell line genomic features, predict the synergy score measuring deviation from expected non-interaction effect.. Dataset: NCI-60 drug combinations with 297,098 pairs across 59 cell lines (1) Drug 1: CCC(=C(C1=CC=CC=C1)C2=CC=C(C=C2)OCCN(C)C)C3=CC=CC=C3.C(C(=O)O)C(CC(=O)O)(C(=O)O)O. Cell line: 786-0. Synergy scores: CSS=1.52, Synergy_ZIP=-1.84, Synergy_Bliss=-1.96, Synergy_Loewe=-1.94, Synergy_HSA=-1.57. Drug 2: CN1C(=O)N2C=NC(=C2N=N1)C(=O)N. (2) Drug 1: C1CC(=O)NC(=O)C1N2CC3=C(C2=O)C=CC=C3N. Drug 2: C1=C(C(=O)NC(=O)N1)F. Cell line: MCF7. Synergy scores: CSS=30.9, Synergy_ZIP=7.30, Synergy_Bliss=1.80, Synergy_Loewe=-2.70, Synergy_HSA=4.08. (3) Drug 1: CN(C)N=NC1=C(NC=N1)C(=O)N. Drug 2: CC1=C(C=C(C=C1)C(=O)NC2=CC(=CC(=C2)C(F)(F)F)N3C=C(N=C3)C)NC4=NC=CC(=N4)C5=CN=CC=C5. Cell line: NCI-H322M. Synergy scores: CSS=-9.16, Synergy_ZIP=4.84, Synergy_Bliss=2.72, Synergy_Loewe=-4.00, Synergy_HSA=-3.49. (4) Drug 1: C#CCC(CC1=CN=C2C(=N1)C(=NC(=N2)N)N)C3=CC=C(C=C3)C(=O)NC(CCC(=O)O)C(=O)O. Drug 2: CN(CC1=CN=C2C(=N1)C(=NC(=N2)N)N)C3=CC=C(C=C3)C(=O)NC(CCC(=O)O)C(=O)O. Cell line: A498. Synergy scores: CSS=36.3, Synergy_ZIP=0.948, Synergy_Bliss=4.51, Synergy_Loewe=3.18, Synergy_HSA=5.66. (5) Synergy scores: CSS=36.3, Synergy_ZIP=-4.28, Synergy_Bliss=-6.34, Synergy_Loewe=-24.9, Synergy_HSA=-4.11. Cell line: LOX IMVI. Drug 2: CC12CCC3C(C1CCC2OP(=O)(O)O)CCC4=C3C=CC(=C4)OC(=O)N(CCCl)CCCl.[Na+]. Drug 1: C1CN1C2=NC(=NC(=N2)N3CC3)N4CC4. (6) Drug 1: CN(CCCl)CCCl.Cl. Drug 2: CC(C)CN1C=NC2=C1C3=CC=CC=C3N=C2N. Cell line: MALME-3M. Synergy scores: CSS=1.58, Synergy_ZIP=-2.10, Synergy_Bliss=1.22, Synergy_Loewe=-0.620, Synergy_HSA=-0.0469.